Dataset: NCI-60 drug combinations with 297,098 pairs across 59 cell lines. Task: Regression. Given two drug SMILES strings and cell line genomic features, predict the synergy score measuring deviation from expected non-interaction effect. (1) Drug 1: C1C(C(OC1N2C=NC3=C(N=C(N=C32)Cl)N)CO)O. Drug 2: CC1CCC2CC(C(=CC=CC=CC(CC(C(=O)C(C(C(=CC(C(=O)CC(OC(=O)C3CCCCN3C(=O)C(=O)C1(O2)O)C(C)CC4CCC(C(C4)OC)OCCO)C)C)O)OC)C)C)C)OC. Cell line: 786-0. Synergy scores: CSS=3.98, Synergy_ZIP=-2.71, Synergy_Bliss=1.35, Synergy_Loewe=-3.41, Synergy_HSA=-0.675. (2) Drug 1: CC1OCC2C(O1)C(C(C(O2)OC3C4COC(=O)C4C(C5=CC6=C(C=C35)OCO6)C7=CC(=C(C(=C7)OC)O)OC)O)O. Drug 2: CCCCCOC(=O)NC1=NC(=O)N(C=C1F)C2C(C(C(O2)C)O)O. Cell line: OVCAR-8. Synergy scores: CSS=19.6, Synergy_ZIP=0.437, Synergy_Bliss=0.691, Synergy_Loewe=-33.6, Synergy_HSA=0.459. (3) Drug 1: C1=CC(=CC=C1CCCC(=O)O)N(CCCl)CCCl. Drug 2: CC(C)(C#N)C1=CC(=CC(=C1)CN2C=NC=N2)C(C)(C)C#N. Cell line: HT29. Synergy scores: CSS=-3.87, Synergy_ZIP=-6.56, Synergy_Bliss=-6.38, Synergy_Loewe=-8.20, Synergy_HSA=-7.65. (4) Drug 1: C1CC(C1)(C(=O)O)C(=O)O.[NH2-].[NH2-].[Pt+2]. Drug 2: CS(=O)(=O)OCCCCOS(=O)(=O)C. Cell line: CCRF-CEM. Synergy scores: CSS=47.4, Synergy_ZIP=-9.22, Synergy_Bliss=-1.02, Synergy_Loewe=-2.81, Synergy_HSA=3.76. (5) Drug 2: CN(C)N=NC1=C(NC=N1)C(=O)N. Drug 1: CC(C1=C(C=CC(=C1Cl)F)Cl)OC2=C(N=CC(=C2)C3=CN(N=C3)C4CCNCC4)N. Synergy scores: CSS=1.01, Synergy_ZIP=-0.205, Synergy_Bliss=0.175, Synergy_Loewe=-0.730, Synergy_HSA=-0.109. Cell line: 786-0. (6) Drug 1: CCN(CC)CCNC(=O)C1=C(NC(=C1C)C=C2C3=C(C=CC(=C3)F)NC2=O)C. Drug 2: C1=CN(C=N1)CC(O)(P(=O)(O)O)P(=O)(O)O. Cell line: CAKI-1. Synergy scores: CSS=27.4, Synergy_ZIP=-7.30, Synergy_Bliss=-5.98, Synergy_Loewe=-6.57, Synergy_HSA=-3.03.